Task: Predict the reaction yield, written as a fraction of the theoretical maximum amount of product (1.0 means a 100% yield; for example, 0.34 means a 34% yield).. Dataset: Reaction yield outcomes from USPTO patents with 853,638 reactions The reactants are [C:1]([O:5][C:6]([NH:8][C@@H:9]([C@H:22]([CH3:30])[CH2:23][CH:24]([CH3:29])[CH2:25][CH2:26][CH:27]=[CH2:28])[C:10]([N:12]1[CH2:16][C@H:15]([OH:17])[CH2:14][C@H:13]1[C:18]([O:20]C)=[O:19])=[O:11])=[O:7])([CH3:4])([CH3:3])[CH3:2].CO.[Li+].[OH-]. The catalyst is C1COCC1.O. The product is [C:1]([O:5][C:6]([NH:8][C@@H:9]([C@H:22]([CH3:30])[CH2:23][CH:24]([CH3:29])[CH2:25][CH2:26][CH:27]=[CH2:28])[C:10]([N:12]1[CH2:16][C@H:15]([OH:17])[CH2:14][C@H:13]1[C:18]([OH:20])=[O:19])=[O:11])=[O:7])([CH3:4])([CH3:3])[CH3:2]. The yield is 1.15.